This data is from Forward reaction prediction with 1.9M reactions from USPTO patents (1976-2016). The task is: Predict the product of the given reaction. (1) Given the reactants [N:1]1[CH:9]=[C:8]2[C:4]([NH:5][CH:6]=[N:7]2)=[N:3][CH:2]=1.[H-].[Na+].Cl[CH2:13][C:14]1[CH:24]=[CH:23][C:17]2[N:18]=[C:19]([S:21][CH3:22])[O:20][C:16]=2[CH:15]=1.O, predict the reaction product. The product is: [N:1]1[CH:9]=[C:8]2[C:4]([N:5]([CH2:13][C:14]3[CH:24]=[CH:23][C:17]4[N:18]=[C:19]([S:21][CH3:22])[O:20][C:16]=4[CH:15]=3)[CH:6]=[N:7]2)=[N:3][CH:2]=1. (2) Given the reactants Cl[C:2]1[C:7]([C:8]([F:11])([F:10])[F:9])=[CH:6][CH:5]=[CH:4][N:3]=1.[CH3:12][O:13][C:14]1[CH:19]=[CH:18][C:17](B(O)O)=[CH:16][N:15]=1.C(=O)([O-])[O-].[K+].[K+], predict the reaction product. The product is: [CH3:12][O:13][C:14]1[N:15]=[CH:16][C:17]([C:2]2[C:7]([C:8]([F:11])([F:10])[F:9])=[CH:6][CH:5]=[CH:4][N:3]=2)=[CH:18][CH:19]=1. (3) Given the reactants [CH3:1][O:2][C:3]1[CH:4]=[C:5]2[C:9](=[CH:10][CH:11]=1)[NH:8][CH:7]=[C:6]2[CH2:12][C:13]([OH:15])=[O:14].[C:16]1([S:22](Cl)(=[O:24])=[O:23])[CH:21]=[CH:20][CH:19]=[CH:18][CH:17]=1, predict the reaction product. The product is: [C:16]1([S:22]([N:8]2[C:9]3[C:5](=[CH:4][C:3]([O:2][CH3:1])=[CH:11][CH:10]=3)[C:6]([CH2:12][C:13]([OH:15])=[O:14])=[CH:7]2)(=[O:24])=[O:23])[CH:21]=[CH:20][CH:19]=[CH:18][CH:17]=1. (4) The product is: [CH:25]1([C@H:21]([NH:20][C:10]([O:9][C@@H:7]2[CH2:8][C@H:6]2[CH2:1][CH2:2][CH2:3][C:4]#[CH:5])=[O:12])[C:22]([OH:24])=[O:23])[CH2:30][CH2:29][CH2:28][CH2:27]1. Given the reactants [CH2:1]([C@@H:6]1[CH2:8][C@H:7]1[O:9][C:10]([O:12]N1C(=O)CCC1=O)=O)[CH2:2][CH2:3][C:4]#[CH:5].[NH2:20][C@@H:21]([CH:25]1[CH2:30][CH2:29][CH2:28][CH2:27]C1)[C:22]([OH:24])=[O:23].C(N(CC)CC)C.O, predict the reaction product. (5) Given the reactants [OH:1][C@@H:2]([C:23]1[CH:28]=[CH:27][CH:26]=[CH:25][CH:24]=1)[CH2:3][CH2:4][N:5]1[CH2:10][CH2:9][CH:8]([C:11]2[CH:12]=[C:13]([NH:17][C:18](=[O:22])[CH:19]([CH3:21])[CH3:20])[CH:14]=[CH:15][CH:16]=2)[CH2:7][CH2:6]1.[F:29][C:30]([F:39])([F:38])[C:31]1[CH:36]=[CH:35][C:34](O)=[CH:33][CH:32]=1.C1(P(C2C=CC=CC=2)C2C=CC=CC=2)C=CC=CC=1.N(C(OCC)=O)=NC(OCC)=O.N, predict the reaction product. The product is: [CH3:20][CH:19]([CH3:21])[C:18]([NH:17][C:13]1[CH:14]=[CH:15][CH:16]=[C:11]([CH:8]2[CH2:9][CH2:10][N:5]([CH2:4][CH2:3][C@@H:2]([C:23]3[CH:24]=[CH:25][CH:26]=[CH:27][CH:28]=3)[O:1][C:34]3[CH:35]=[CH:36][C:31]([C:30]([F:39])([F:38])[F:29])=[CH:32][CH:33]=3)[CH2:6][CH2:7]2)[CH:12]=1)=[O:22]. (6) Given the reactants [CH3:1][O:2][C:3]1[C:4](=[O:25])[C:5]([CH3:24])=[C:6]([CH2:12][C:13]2[CH:18]=[CH:17][C:16]([CH:19]=[CH:20][C:21](O)=[O:22])=[CH:15][CH:14]=2)[C:7](=[O:11])[C:8]=1[O:9][CH3:10].[CH2:26]([NH2:34])[CH2:27][C:28]1[CH:33]=[CH:32][CH:31]=[CH:30][CH:29]=1, predict the reaction product. The product is: [CH3:1][O:2][C:3]1[C:4](=[O:25])[C:5]([CH3:24])=[C:6]([CH2:12][C:13]2[CH:14]=[CH:15][C:16]([CH:19]=[CH:20][C:21]([NH:34][CH2:26][CH2:27][C:28]3[CH:33]=[CH:32][CH:31]=[CH:30][CH:29]=3)=[O:22])=[CH:17][CH:18]=2)[C:7](=[O:11])[C:8]=1[O:9][CH3:10]. (7) Given the reactants [CH:1]([C:3]1[C:4]([F:15])=[CH:5][N:6]=[C:7]2[C:12]=1[N:11]=[C:10]([O:13][CH3:14])[CH:9]=[CH:8]2)=[CH2:2].[CH3:16][C:17]([Si:20]([CH3:30])([CH3:29])[O:21][CH2:22][CH:23]1[CH2:28][NH:27][CH2:26][CH2:25][NH:24]1)([CH3:19])[CH3:18], predict the reaction product. The product is: [CH3:19][C:17]([Si:20]([CH3:30])([CH3:29])[O:21][CH2:22][CH:23]1[NH:24][CH2:25][CH2:26][N:27]([CH2:2][CH2:1][C:3]2[C:4]([F:15])=[CH:5][N:6]=[C:7]3[C:12]=2[N:11]=[C:10]([O:13][CH3:14])[CH:9]=[CH:8]3)[CH2:28]1)([CH3:16])[CH3:18]. (8) Given the reactants [CH3:1][N:2]1[C:6]2[CH2:7][CH2:8][S:9][CH2:10][C:5]=2[C:4]([C:11]([O:13]CC)=O)=[N:3]1.[OH-].[Na+].Cl.[F:19][C:20]([F:34])([F:33])[C:21]1[CH:26]=[CH:25][CH:24]=[CH:23][C:22]=1[CH:27]1[CH2:32][CH2:31][NH:30][CH2:29][CH2:28]1.CCN=C=NCCCN(C)C.C1C=CC2N(O)N=NC=2C=1.CCN(CC)CC, predict the reaction product. The product is: [CH3:1][N:2]1[C:6]2[CH2:7][CH2:8][S:9][CH2:10][C:5]=2[C:4]([C:11]([N:30]2[CH2:31][CH2:32][CH:27]([C:22]3[CH:23]=[CH:24][CH:25]=[CH:26][C:21]=3[C:20]([F:19])([F:33])[F:34])[CH2:28][CH2:29]2)=[O:13])=[N:3]1. (9) Given the reactants F[C:2]1[CH:3]=[C:4]2[C:9](=[CH:10][C:11]=1[N+:12]([O-:14])=[O:13])[NH:8][C:7](=[O:15])[N:6]([NH:16][S:17]([CH3:20])(=[O:19])=[O:18])[C:5]2=[O:21].[NH2:22][C@@H:23]([CH3:26])[CH2:24][OH:25], predict the reaction product. The product is: [OH:25][CH2:24][C@@H:23]([NH:22][C:2]1[CH:3]=[C:4]2[C:9](=[CH:10][C:11]=1[N+:12]([O-:14])=[O:13])[NH:8][C:7](=[O:15])[N:6]([NH:16][S:17]([CH3:20])(=[O:19])=[O:18])[C:5]2=[O:21])[CH3:26].